From a dataset of Reaction yield outcomes from USPTO patents with 853,638 reactions. Predict the reaction yield, written as a fraction of the theoretical maximum amount of product (1.0 means a 100% yield; for example, 0.34 means a 34% yield). The reactants are FC(F)(F)C(O)=O.C(O[C:13]([N:15](C)[CH2:16][CH:17]([C:26]([OH:33])([C:31]#[CH:32])[C:27](OC)=[O:28])[O:18][Si:19]([C:22]([CH3:25])([CH3:24])[CH3:23])([CH3:21])[CH3:20])=O)(C)(C)C.C(N(CC)CC)C. The catalyst is ClCCl. The product is [Si:19]([O:18][CH:17]1[CH2:16][N:15]([CH3:13])[C:27](=[O:28])[C:26]1([C:31]#[CH:32])[OH:33])([C:22]([CH3:25])([CH3:24])[CH3:23])([CH3:21])[CH3:20]. The yield is 0.750.